From a dataset of Full USPTO retrosynthesis dataset with 1.9M reactions from patents (1976-2016). Predict the reactants needed to synthesize the given product. (1) Given the product [Cl:1][C:2]1[CH:3]=[C:4]([O:9][C:10]2[C:24]([F:25])=[CH:23][C:13]([C:14]([NH:16][S:17]([N:18]([CH3:19])[CH3:20])(=[O:22])=[O:21])=[O:15])=[C:12]([F:26])[CH:11]=2)[CH:5]=[N:6][C:7]=1[O:33][CH:31]([CH3:32])[C:30]([F:35])([F:34])[F:29], predict the reactants needed to synthesize it. The reactants are: [Cl:1][C:2]1[CH:3]=[C:4]([O:9][C:10]2[C:24]([F:25])=[CH:23][C:13]([C:14]([NH:16][S:17](=[O:22])(=[O:21])[N:18]([CH3:20])[CH3:19])=[O:15])=[C:12]([F:26])[CH:11]=2)[CH:5]=[N:6][C:7]=1F.[H-].[Na+].[F:29][C:30]([F:35])([F:34])[CH:31]([OH:33])[CH3:32]. (2) The reactants are: [C:1]1([CH:7]=[CH:8][C:9](=[O:18])[CH:10]=[CH:11][C:12]2[CH:17]=[CH:16][CH:15]=[CH:14][CH:13]=2)[CH:6]=[CH:5][CH:4]=[CH:3][CH:2]=1.[CH3:19][NH2:20].O. Given the product [C:1]1([CH:7]2[CH2:8][C:9](=[O:18])[CH2:10][CH:11]([C:12]3[CH:13]=[CH:14][CH:15]=[CH:16][CH:17]=3)[N:20]2[CH3:19])[CH:6]=[CH:5][CH:4]=[CH:3][CH:2]=1, predict the reactants needed to synthesize it. (3) Given the product [NH2:19][C:17]1[S:18][CH:2]=[C:3]([C:5]2[CH:15]=[CH:14][CH:13]=[CH:12][C:6]=2[C:7]([O:9][CH2:10][CH3:11])=[O:8])[N:16]=1, predict the reactants needed to synthesize it. The reactants are: Br[CH2:2][C:3]([C:5]1[CH:15]=[CH:14][CH:13]=[CH:12][C:6]=1[C:7]([O:9][CH2:10][CH3:11])=[O:8])=O.[NH2:16][C:17]([NH2:19])=[S:18].C([O-])(O)=O.[Na+]. (4) Given the product [C:1]([O:9][CH2:10][C@H:11]1[O:19][C@H:18]2[C@H:14]([N:15]=[C:16]([N:20]([C:23]([O:25][C:26]([CH3:29])([CH3:28])[CH3:27])=[O:24])[CH2:21][CH3:22])[S:17]2)[C@@H:13]([F:46])[C@@H:12]1[O:31][C:32](=[O:39])[C:33]1[CH:38]=[CH:37][CH:36]=[CH:35][CH:34]=1)(=[O:8])[C:2]1[CH:7]=[CH:6][CH:5]=[CH:4][CH:3]=1, predict the reactants needed to synthesize it. The reactants are: [C:1]([O:9][CH2:10][C@H:11]1[O:19][C@H:18]2[C@H:14]([N:15]=[C:16]([N:20]([C:23]([O:25][C:26]([CH3:29])([CH3:28])[CH3:27])=[O:24])[CH2:21][CH3:22])[S:17]2)[C@@H:13](O)[C@@H:12]1[O:31][C:32](=[O:39])[C:33]1[CH:38]=[CH:37][CH:36]=[CH:35][CH:34]=1)(=[O:8])[C:2]1[CH:7]=[CH:6][CH:5]=[CH:4][CH:3]=1.CCN(S(F)(F)[F:46])CC. (5) Given the product [CH2:45]([O:44][C:42]([C:40]1[CH:39]=[CH:38][CH:37]=[C:36]([C:20]2[CH:21]=[CH:22][CH:23]=[C:18]([C:17]3[O:16][N:15]=[C:14]([CH3:33])[C:13]=3[NH:12][C:11]([O:10][CH:8]([C:3]3[CH:4]=[CH:5][CH:6]=[CH:7][C:2]=3[Cl:1])[CH3:9])=[O:34])[CH:19]=2)[N:41]=1)=[O:43])[CH3:46], predict the reactants needed to synthesize it. The reactants are: [Cl:1][C:2]1[CH:7]=[CH:6][CH:5]=[CH:4][C:3]=1[CH:8]([O:10][C:11](=[O:34])[NH:12][C:13]1[C:14]([CH3:33])=[N:15][O:16][C:17]=1[C:18]1[CH:23]=[CH:22][CH:21]=[C:20](B2OC(C)(C)C(C)(C)O2)[CH:19]=1)[CH3:9].Br[C:36]1[N:41]=[C:40]([C:42]([O:44][CH2:45][CH3:46])=[O:43])[CH:39]=[CH:38][CH:37]=1.